Task: Predict the reaction yield, written as a fraction of the theoretical maximum amount of product (1.0 means a 100% yield; for example, 0.34 means a 34% yield).. Dataset: Reaction yield outcomes from USPTO patents with 853,638 reactions The reactants are Br.[NH2:2][C:3]1[C:8]([CH:9]=O)=[CH:7][C:6]([Br:11])=[CH:5][N:4]=1.C(N(CC)CC)C.[NH2:19][CH2:20][CH2:21][CH2:22][N:23]1[CH2:28][CH2:27][O:26][CH2:25][CH2:24]1.[BH4-].[Na+]. The catalyst is CO. The product is [Br:11][C:6]1[CH:7]=[C:8]([CH2:9][NH:19][CH2:20][CH2:21][CH2:22][N:23]2[CH2:28][CH2:27][O:26][CH2:25][CH2:24]2)[C:3]([NH2:2])=[N:4][CH:5]=1. The yield is 0.540.